From a dataset of Catalyst prediction with 721,799 reactions and 888 catalyst types from USPTO. Predict which catalyst facilitates the given reaction. Reactant: [F:1][C:2]1[CH:3]=[C:4]([NH2:10])[C:5]([NH2:9])=[CH:6][C:7]=1[F:8].O.[N:12]#[C:13]Br.C(=O)([O-])O.[Na+]. Product: [F:1][C:2]1[C:7]([F:8])=[CH:6][C:5]2[NH:9][C:13]([NH2:12])=[N:10][C:4]=2[CH:3]=1. The catalyst class is: 10.